This data is from Forward reaction prediction with 1.9M reactions from USPTO patents (1976-2016). The task is: Predict the product of the given reaction. (1) Given the reactants [O:1]1[C:8]2[CH:7]=[C:6]([C:9]([O-:11])=[O:10])[NH:5][C:4]=2[CH:3]=[CH:2]1.[Na+].Cl.Cl[CH2:15][CH2:16][N:17]1[CH2:22][CH2:21][O:20][CH2:19][CH2:18]1, predict the reaction product. The product is: [O:1]1[C:8]2[CH:7]=[C:6]([C:9]([O:11][CH2:15][CH2:16][N:17]3[CH2:22][CH2:21][O:20][CH2:19][CH2:18]3)=[O:10])[NH:5][C:4]=2[CH:3]=[CH:2]1. (2) Given the reactants C[O:2][C:3]1[CH:4]=[C:5]([CH:21]=[C:22]([O:24]C)[CH:23]=1)[CH2:6][C:7]1[N:16]2[N:17]=[C:18]([NH2:20])[N:19]=[C:15]2[C:14]2[CH:13]=[CH:12][CH:11]=[CH:10][C:9]=2[N:8]=1.B(Br)(Br)Br, predict the reaction product. The product is: [NH2:20][C:18]1[N:19]=[C:15]2[N:16]([C:7]([CH2:6][C:5]3[CH:4]=[C:3]([OH:2])[CH:23]=[C:22]([OH:24])[CH:21]=3)=[N:8][C:9]3[CH:10]=[CH:11][CH:12]=[CH:13][C:14]=32)[N:17]=1.